This data is from Full USPTO retrosynthesis dataset with 1.9M reactions from patents (1976-2016). The task is: Predict the reactants needed to synthesize the given product. (1) Given the product [C:12]([C:2]1[N:4]=[C:21]([CH2:20][OH:22])[S:5][CH:1]=1)([CH3:14])([CH3:13])[CH3:11], predict the reactants needed to synthesize it. The reactants are: [C:1](OCC)(=[S:5])[C:2]([NH2:4])=O.BrC[C:11](=O)[C:12](C)([CH3:14])[CH3:13].[Na].[BH4-].[Na+].[CH2:20]([OH:22])[CH3:21]. (2) Given the product [F:17][C:18]1[CH:23]=[CH:22][CH:21]=[CH:20][C:19]=1[C:24]1[N:25]=[CH:26][N:27]=[C:28]([N:30]2[CH2:31][CH2:32][N:33]([C:9]([NH:8][C:5]3[O:4][N:3]=[C:2]([CH3:1])[C:6]=3[CH3:7])=[O:16])[CH2:34][CH2:35]2)[CH:29]=1, predict the reactants needed to synthesize it. The reactants are: [CH3:1][C:2]1[C:6]([CH3:7])=[C:5]([NH:8][C:9](=[O:16])OCC(Cl)(Cl)Cl)[O:4][N:3]=1.[F:17][C:18]1[CH:23]=[CH:22][CH:21]=[CH:20][C:19]=1[C:24]1[CH:29]=[C:28]([N:30]2[CH2:35][CH2:34][NH:33][CH2:32][CH2:31]2)[N:27]=[CH:26][N:25]=1. (3) Given the product [CH2:20]([N:16]1[N:15]=[C:14]([CH:11]2[CH2:10][CH2:9][N:8]([C:5]3[CH:6]=[CH:7][C:2](/[N:1]=[CH:36]/[C:34]4[O:35][C:31]([N+:28]([O-:30])=[O:29])=[CH:32][CH:33]=4)=[CH:3][C:4]=3[F:27])[CH2:13][CH2:12]2)[O:18][C:17]1=[O:19])[C:21]1[CH:26]=[CH:25][CH:24]=[CH:23][CH:22]=1, predict the reactants needed to synthesize it. The reactants are: [NH2:1][C:2]1[CH:7]=[CH:6][C:5]([N:8]2[CH2:13][CH2:12][CH:11]([C:14]3[O:18][C:17](=[O:19])[N:16]([CH2:20][C:21]4[CH:26]=[CH:25][CH:24]=[CH:23][CH:22]=4)[N:15]=3)[CH2:10][CH2:9]2)=[C:4]([F:27])[CH:3]=1.[N+:28]([C:31]1[O:35][C:34]([CH:36]=O)=[CH:33][CH:32]=1)([O-:30])=[O:29]. (4) Given the product [CH:16]([CH2:9][C:8](=[CH2:10])[C:7]([OH:12])=[O:11])=[CH:17][C:18]1[CH:23]=[CH:22][CH:21]=[CH:20][CH:19]=1.[C:30]([O:34][CH2:35][CH2:36][CH2:37][CH3:38])(=[O:33])[CH:31]=[CH2:32].[Na:1].[S:2]([O-:6])([O-:5])(=[O:4])=[O:3].[C:24]([OH:29])(=[O:28])[C:25]([CH3:27])=[CH2:26].[CH2:14]1[O:15][CH2:13]1, predict the reactants needed to synthesize it. The reactants are: [Na:1].[S:2]([O-:6])([O-:5])(=[O:4])=[O:3].[C:7]([OH:12])(=[O:11])[C:8]([CH3:10])=[CH2:9].[CH2:13]1[O:15][CH2:14]1.[CH2:16]=[CH:17][C:18]1[CH:23]=[CH:22][CH:21]=[CH:20][CH:19]=1.[C:24]([OH:29])(=[O:28])[C:25]([CH3:27])=[CH2:26].[C:30]([O:34][CH2:35][CH2:36][CH2:37][CH3:38])(=[O:33])[CH:31]=[CH2:32].S(OOS([O-])(=O)=O)([O-])(=O)=O.[NH4+].[NH4+].